This data is from Catalyst prediction with 721,799 reactions and 888 catalyst types from USPTO. The task is: Predict which catalyst facilitates the given reaction. (1) Reactant: [CH2:1]([O:8][N:9]=[CH:10][C:11]1([C:17]([OH:19])=[O:18])[CH2:16][CH2:15][CH2:14][CH2:13][CH2:12]1)[C:2]1[CH:7]=[CH:6][CH:5]=[CH:4][CH:3]=1.CN(C1C=CC(N=NC2C=CC(S(O)(=O)=O)=CC=2)=CC=1)C.Cl.CCC1(CC)C(=O)NC(=O)OC1.C([BH3-])#N.[Na+]. Product: [CH2:1]([O:8][NH:9][CH2:10][C:11]1([C:17]([OH:19])=[O:18])[CH2:16][CH2:15][CH2:14][CH2:13][CH2:12]1)[C:2]1[CH:7]=[CH:6][CH:5]=[CH:4][CH:3]=1. The catalyst class is: 5. (2) Reactant: [NH2:1][C:2]1[CH:7]=[CH:6][C:5]([OH:8])=[CH:4][CH:3]=1.[Cl:9][C:10]1[C:19]2[C:14](=[CH:15][CH:16]=[CH:17][CH:18]=2)[C:13]([C:20]2[CH:25]=[CH:24][CH:23]=[CH:22][CH:21]=2)=[N:12][N:11]=1.CCOCC. Product: [ClH:9].[C:20]1([C:13]2[C:14]3[C:19](=[CH:18][CH:17]=[CH:16][CH:15]=3)[C:10]([NH:1][C:2]3[CH:7]=[CH:6][C:5]([OH:8])=[CH:4][CH:3]=3)=[N:11][N:12]=2)[CH:21]=[CH:22][CH:23]=[CH:24][CH:25]=1. The catalyst class is: 48.